Dataset: Full USPTO retrosynthesis dataset with 1.9M reactions from patents (1976-2016). Task: Predict the reactants needed to synthesize the given product. Given the product [C:15]([O:19][C:20]([NH:22][CH2:23][CH2:24][CH2:25][O:1][C:2]1[CH:11]=[C:10]([S:12][CH2:13][CH3:14])[CH:9]=[CH:8][C:3]=1[C:4]([O:6][CH3:7])=[O:5])=[O:21])([CH3:18])([CH3:17])[CH3:16], predict the reactants needed to synthesize it. The reactants are: [OH:1][C:2]1[CH:11]=[C:10]([S:12][CH2:13][CH3:14])[CH:9]=[CH:8][C:3]=1[C:4]([O:6][CH3:7])=[O:5].[C:15]([O:19][C:20]([NH:22][CH2:23][CH2:24][CH2:25]O)=[O:21])([CH3:18])([CH3:17])[CH3:16].